This data is from Forward reaction prediction with 1.9M reactions from USPTO patents (1976-2016). The task is: Predict the product of the given reaction. (1) Given the reactants [OH:1][C:2]1[CH:10]=[CH:9][C:5]([C:6]([OH:8])=O)=[CH:4][CH:3]=1.[SH:11][C:12]1[CH:17]=[CH:16][C:15]([OH:18])=[CH:14][CH:13]=1, predict the reaction product. The product is: [OH:18][C:15]1[CH:16]=[CH:17][C:12]([S:11][C:6](=[O:8])[C:5]2[CH:4]=[CH:3][C:2]([OH:1])=[CH:10][CH:9]=2)=[CH:13][CH:14]=1. (2) Given the reactants CO.Cl.[CH2:4]([NH:11][CH2:12][CH2:13][C:14]1[N:18]([C@@H:19]2[CH2:28][C:27]3[C:22](=[C:23]([F:30])[CH:24]=[C:25]([F:29])[CH:26]=3)[O:21][CH2:20]2)[C:17](=[S:31])[NH:16][CH:15]=1)[C:5]1[CH:10]=[CH:9][CH:8]=[CH:7][CH:6]=1.[OH-].[Na+], predict the reaction product. The product is: [CH2:4]([NH:11][CH2:12][CH2:13][C:14]1[N:18]([C@@H:19]2[CH2:28][C:27]3[C:22](=[C:23]([F:30])[CH:24]=[C:25]([F:29])[CH:26]=3)[O:21][CH2:20]2)[C:17](=[S:31])[NH:16][CH:15]=1)[C:5]1[CH:10]=[CH:9][CH:8]=[CH:7][CH:6]=1. (3) Given the reactants [S:1]1[C:5]2[CH:6]=[C:7]([C:10]([NH2:12])=O)[CH:8]=[CH:9][C:4]=2[N:3]=[CH:2]1, predict the reaction product. The product is: [S:1]1[C:5]2[CH:6]=[C:7]([C:10]#[N:12])[CH:8]=[CH:9][C:4]=2[N:3]=[CH:2]1. (4) Given the reactants [OH:1][C:2]1[CH:9]=[CH:8][C:5]([CH:6]=O)=[CH:4][C:3]=1[O:10][CH:11]([CH3:13])[CH3:12].C(O)(=O)C.[F:18][C:19]1[CH:20]=[C:21]([N:25]2[C@@:29]3([CH2:34][CH2:33][NH:32][C@@H:31]([CH3:35])[CH2:30]3)[CH2:28][CH2:27][S:26]2(=[O:37])=[O:36])[CH:22]=[CH:23][CH:24]=1.C(O[BH-](OC(=O)C)OC(=O)C)(=O)C.[Na+].C(=O)(O)[O-].[Na+], predict the reaction product. The product is: [F:18][C:19]1[CH:20]=[C:21]([N:25]2[C@@:29]3([CH2:34][CH2:33][N:32]([CH2:6][C:5]4[CH:8]=[CH:9][C:2]([OH:1])=[C:3]([O:10][CH:11]([CH3:13])[CH3:12])[CH:4]=4)[C@@H:31]([CH3:35])[CH2:30]3)[CH2:28][CH2:27][S:26]2(=[O:37])=[O:36])[CH:22]=[CH:23][CH:24]=1.